Dataset: Forward reaction prediction with 1.9M reactions from USPTO patents (1976-2016). Task: Predict the product of the given reaction. (1) Given the reactants [F:1][C:2]1([F:52])[CH:7]([O:8][C:9]2[C:14]([C:15]#[N:16])=[CH:13][C:12]([C:17]3[CH:22]=[CH:21][N:20]=[C:19]4[N:23](S(C5C=CC(C)=CC=5)(=O)=O)[C:24]([C:26]5[CH:31]=[CH:30][C:29]([N:32]6[CH2:37][CH2:36][N:35]([CH:38]7[CH2:41][O:40][CH2:39]7)[CH2:34][CH2:33]6)=[CH:28][CH:27]=5)=[CH:25][C:18]=34)=[N:11][CH:10]=2)[CH2:6][CH2:5][NH:4][CH2:3]1.[C:53]([O-:56])([O-])=O.[Cs+].[Cs+].C1C[O:62][CH2:61]C1, predict the reaction product. The product is: [F:52][C:2]1([F:1])[CH:7]([O:8][C:9]2[C:14]([C:15]#[N:16])=[CH:13][C:12]([C:17]3[CH:22]=[CH:21][N:20]=[C:19]4[NH:23][C:24]([C:26]5[CH:31]=[CH:30][C:29]([N:32]6[CH2:33][CH2:34][N:35]([CH:38]7[CH2:41][O:40][CH2:39]7)[CH2:36][CH2:37]6)=[CH:28][CH:27]=5)=[CH:25][C:18]=34)=[N:11][CH:10]=2)[CH2:6][CH2:5][N:4]([C:53](=[O:56])[CH2:61][OH:62])[CH2:3]1. (2) Given the reactants Br[C:2]1[S:3][C:4]([C:7]([O:9][CH3:10])=[O:8])=[CH:5][N:6]=1.[CH2:11]([Sn](CCCC)(CCCC)C=C)[CH2:12]CC.C(C1C=C(C)C=C(C(C)(C)C)C=1O)(C)(C)C, predict the reaction product. The product is: [CH:11]([C:2]1[S:3][C:4]([C:7]([O:9][CH3:10])=[O:8])=[CH:5][N:6]=1)=[CH2:12].